Predict the reaction yield, written as a fraction of the theoretical maximum amount of product (1.0 means a 100% yield; for example, 0.34 means a 34% yield). From a dataset of Reaction yield outcomes from USPTO patents with 853,638 reactions. The reactants are [C:1]([C:4]1[CH:9]=[CH:8][N:7]=[CH:6][CH:5]=1)(=O)[CH3:2].COC(OC)[N:13]([CH3:15])C.O.[NH2:19]N. The catalyst is O. The product is [N:7]1[CH:8]=[CH:9][C:4]([C:1]2[CH:2]=[CH:15][NH:13][N:19]=2)=[CH:5][CH:6]=1. The yield is 0.650.